Dataset: Tyrosyl-DNA phosphodiesterase HTS with 341,365 compounds. Task: Binary Classification. Given a drug SMILES string, predict its activity (active/inactive) in a high-throughput screening assay against a specified biological target. (1) The compound is O(CC1N(CCc2c1cc(OC)c(OC)c2)C(=O)c1ccc(OC)cc1)c1c(OC)cccc1. The result is 0 (inactive). (2) The drug is Brc1ccc(c2n3nc(n4ncc(c4)C)ccc3nn2)cc1. The result is 0 (inactive). (3) The drug is s1c(Nc2ccc(cc2)C)nc(c2ccc(cc2)C(=O)N\N=C\c2cc(OCC)c(OCC(O)=O)cc2)c1. The result is 1 (active). (4) The drug is S(=O)(=O)(NCc1ccccc1)c1cc2oc(=O)n(c2cc1)CC(=O)Nc1c(OC)cc(OC)cc1. The result is 0 (inactive). (5) The result is 0 (inactive). The molecule is c12c3c4c(c1cccc2c1c(c3)cccc1)cccc4. (6) The compound is Clc1c(CNC(=O)Cn2c3c(sc4c3cccc4)c(=O)n(c2=O)Cc2ccccc2)cccc1. The result is 0 (inactive). (7) The drug is O(c1cc2CC3(N=C(c2cc1OC)C)CCCCC3)C. The result is 0 (inactive). (8) The molecule is s1nc2c(NC(=S)NC(=O)c3occc3)c(ccc2n1)C. The result is 0 (inactive). (9) The molecule is s1c(C2=NN(CC2c2c(OC)cccc2)c2ccccc2)ccc1. The result is 1 (active).